This data is from Full USPTO retrosynthesis dataset with 1.9M reactions from patents (1976-2016). The task is: Predict the reactants needed to synthesize the given product. (1) Given the product [CH3:25][N:26]1[CH:30]=[CH:29][C:28]([NH:31][C:18](=[O:20])[CH:17]([N:3]2[C:4]3[C:9](=[CH:8][C:7]([O:12][C:13]([F:16])([F:14])[F:15])=[CH:6][CH:5]=3)[C:10](=[O:11])[C:2]2=[O:1])[CH2:21][CH:22]([CH3:24])[CH3:23])=[N:27]1, predict the reactants needed to synthesize it. The reactants are: [O:1]=[C:2]1[C:10](=[O:11])[C:9]2[C:4](=[CH:5][CH:6]=[C:7]([O:12][C:13]([F:16])([F:15])[F:14])[CH:8]=2)[N:3]1[CH:17]([CH2:21][CH:22]([CH3:24])[CH3:23])[C:18]([OH:20])=O.[CH3:25][N:26]1[CH:30]=[CH:29][C:28]([NH2:31])=[N:27]1.C(N(CC)C(C)C)(C)C.F[P-](F)(F)(F)(F)F.N1(O[P+](N(C)C)(N(C)C)N(C)C)C2C=CC=CC=2N=N1. (2) Given the product [CH3:20][C:2]1[CH:19]=[CH:18][C:5]([CH2:6][NH:7][C:8]23[CH2:17][CH:12]4[CH2:13][CH:14]([CH2:16][CH:10]([CH2:11]4)[CH2:9]2)[CH2:15]3)=[CH:4][CH:3]=1, predict the reactants needed to synthesize it. The reactants are: Br[C:2]1[CH:19]=[CH:18][C:5]([CH2:6][NH:7][C:8]23[CH2:17][CH:12]4[CH2:13][CH:14]([CH2:16][CH:10]([CH2:11]4)[CH2:9]2)[CH2:15]3)=[CH:4][CH:3]=1.[CH3:20][B-](F)(F)F.[K+].